From a dataset of Forward reaction prediction with 1.9M reactions from USPTO patents (1976-2016). Predict the product of the given reaction. (1) Given the reactants [CH3:1][CH:2]1[CH2:7][NH:6][CH2:5][CH:4]([CH3:8])[NH:3]1.[OH-].[Na+].O.[C:12]([O:16][C:17](O[C:17]([O:16][C:12]([CH3:15])([CH3:14])[CH3:13])=[O:18])=[O:18])([CH3:15])([CH3:14])[CH3:13], predict the reaction product. The product is: [C:12]([O:16][C:17]([N:6]1[CH2:5][C@H:4]([CH3:8])[NH:3][C@H:2]([CH3:1])[CH2:7]1)=[O:18])([CH3:15])([CH3:14])[CH3:13]. (2) Given the reactants [CH2:1]([O:8][C:9]1[CH:10]=[C:11]([CH:31]=[C:32]([CH2:34][O:35][C:36]2[CH:41]=[CH:40][C:39]([Cl:42])=[CH:38][C:37]=2[Cl:43])[CH:33]=1)[CH2:12][O:13][Si](C(C)(C)C)(C1C=CC=CC=1)C1C=CC=CC=1)[C:2]1[CH:7]=[CH:6][CH:5]=[CH:4][CH:3]=1.[F-].C([N+](CCCC)(CCCC)CCCC)CCC.C(=O)([O-])O.[Na+], predict the reaction product. The product is: [CH2:1]([O:8][C:9]1[CH:10]=[C:11]([CH2:12][OH:13])[CH:31]=[C:32]([CH2:34][O:35][C:36]2[CH:41]=[CH:40][C:39]([Cl:42])=[CH:38][C:37]=2[Cl:43])[CH:33]=1)[C:2]1[CH:7]=[CH:6][CH:5]=[CH:4][CH:3]=1.